From a dataset of NCI-60 drug combinations with 297,098 pairs across 59 cell lines. Regression. Given two drug SMILES strings and cell line genomic features, predict the synergy score measuring deviation from expected non-interaction effect. (1) Drug 1: CC1=CC=C(C=C1)C2=CC(=NN2C3=CC=C(C=C3)S(=O)(=O)N)C(F)(F)F. Synergy scores: CSS=-0.199, Synergy_ZIP=0.856, Synergy_Bliss=0.226, Synergy_Loewe=-0.577, Synergy_HSA=-0.494. Cell line: A549. Drug 2: C1C(C(OC1N2C=NC3=C2NC=NCC3O)CO)O. (2) Drug 1: CC(C1=C(C=CC(=C1Cl)F)Cl)OC2=C(N=CC(=C2)C3=CN(N=C3)C4CCNCC4)N. Drug 2: CC1=C(C=C(C=C1)C(=O)NC2=CC(=CC(=C2)C(F)(F)F)N3C=C(N=C3)C)NC4=NC=CC(=N4)C5=CN=CC=C5. Cell line: DU-145. Synergy scores: CSS=-6.26, Synergy_ZIP=3.22, Synergy_Bliss=0.536, Synergy_Loewe=-8.76, Synergy_HSA=-6.21. (3) Drug 1: CC1=C(C(CCC1)(C)C)C=CC(=CC=CC(=CC(=O)O)C)C. Drug 2: CCCCC(=O)OCC(=O)C1(CC(C2=C(C1)C(=C3C(=C2O)C(=O)C4=C(C3=O)C=CC=C4OC)O)OC5CC(C(C(O5)C)O)NC(=O)C(F)(F)F)O. Cell line: MDA-MB-435. Synergy scores: CSS=15.3, Synergy_ZIP=-8.43, Synergy_Bliss=-5.87, Synergy_Loewe=-6.37, Synergy_HSA=-6.28. (4) Drug 1: CC1C(C(CC(O1)OC2CC(CC3=C2C(=C4C(=C3O)C(=O)C5=C(C4=O)C(=CC=C5)OC)O)(C(=O)C)O)N)O.Cl. Drug 2: CC1=C2C(C(=O)C3(C(CC4C(C3C(C(C2(C)C)(CC1OC(=O)C(C(C5=CC=CC=C5)NC(=O)C6=CC=CC=C6)O)O)OC(=O)C7=CC=CC=C7)(CO4)OC(=O)C)O)C)OC(=O)C. Cell line: OVCAR-8. Synergy scores: CSS=34.6, Synergy_ZIP=0.176, Synergy_Bliss=0.752, Synergy_Loewe=-1.78, Synergy_HSA=1.16.